Dataset: Full USPTO retrosynthesis dataset with 1.9M reactions from patents (1976-2016). Task: Predict the reactants needed to synthesize the given product. (1) The reactants are: [F:1][C:2]([F:32])([F:31])[O:3][C:4]1[CH:30]=[CH:29][C:7]([O:8][CH:9]2[CH2:12][N:11]([CH2:13][C:14]([NH:16][C@@H:17]3[CH2:22][O:21][C:20]4=[N:23][C:24]([N+:26]([O-:28])=[O:27])=[CH:25][N:19]4[CH2:18]3)=[O:15])[CH2:10]2)=[CH:6][CH:5]=1.[C:33]([OH:40])(=[O:39])/[CH:34]=[CH:35]\[C:36]([OH:38])=[O:37]. Given the product [C:33]([OH:40])(=[O:39])/[CH:34]=[CH:35]\[C:36]([OH:38])=[O:37].[F:32][C:2]([F:1])([F:31])[O:3][C:4]1[CH:30]=[CH:29][C:7]([O:8][CH:9]2[CH2:12][N:11]([CH2:13][C:14]([NH:16][C@@H:17]3[CH2:22][O:21][C:20]4=[N:23][C:24]([N+:26]([O-:28])=[O:27])=[CH:25][N:19]4[CH2:18]3)=[O:15])[CH2:10]2)=[CH:6][CH:5]=1, predict the reactants needed to synthesize it. (2) The reactants are: Cl[C:2]1[C:11]2[C:6](=[CH:7][C:8]([NH:12][C:13]([O:15][CH2:16]C)=[O:14])=[CH:9][CH:10]=2)[CH:5]=[CH:4][N:3]=1.[CH3:18][O-:19].[Na+].[Cl-].[NH4+]. Given the product [CH3:18][O:19][C:2]1[C:11]2[C:6](=[CH:7][C:8]([NH:12][C:13]([O:15][CH3:16])=[O:14])=[CH:9][CH:10]=2)[CH:5]=[CH:4][N:3]=1, predict the reactants needed to synthesize it. (3) Given the product [C:17]([O:16][CH2:15][C@@H:6]1[C@@H:5]([O:4][C:1](=[O:3])[CH3:2])[CH:10]=[CH:9][C@@H:8]([O:21][CH3:20])[O:7]1)(=[O:19])[CH3:18], predict the reactants needed to synthesize it. The reactants are: [C:1]([O:4][C@H:5]1[C@H:10](OC(=O)C)[CH:9]=[CH:8][O:7][C@@H:6]1[CH2:15][O:16][C:17](=[O:19])[CH3:18])(=[O:3])[CH3:2].[CH3:20][OH:21]. (4) Given the product [CH:1]([C:4]1[CH:9]=[CH:8][CH:7]=[CH:6][C:5]=1[N:10]1[C:18]2[C:13](=[CH:14][CH:15]=[CH:16][CH:17]=2)[C:12]([C:29]([NH:44][C:45]2[CH:50]=[CH:49][C:48]([CH3:51])=[CH:47][CH:46]=2)=[O:35])=[CH:11]1)([CH3:3])[CH3:2], predict the reactants needed to synthesize it. The reactants are: [CH:1]([C:4]1[CH:9]=[CH:8][CH:7]=[CH:6][C:5]=1[N:10]1[C:18]2[C:13](=[CH:14][CH:15]=[CH:16][CH:17]=2)[CH:12]=[CH:11]1)([CH3:3])[CH3:2].N1C=CC=CC=1.ClC(Cl)(O[C:29](=[O:35])OC(Cl)(Cl)Cl)Cl.C(N(CC)CC)C.[NH2:44][C:45]1[CH:50]=[CH:49][C:48]([CH3:51])=[CH:47][CH:46]=1.